This data is from Catalyst prediction with 721,799 reactions and 888 catalyst types from USPTO. The task is: Predict which catalyst facilitates the given reaction. (1) Reactant: [C:1]([O:5][C:6]([N:8]1[CH2:12][CH:11]([CH2:13][OH:14])[CH:10]2[O:15][CH2:16][C:17]([O:20][CH3:21])([O:18][CH3:19])[CH:9]12)=[O:7])([CH3:4])([CH3:3])[CH3:2].CC(OI1(OC(C)=O)(OC(C)=O)OC(=O)C2C=CC=CC1=2)=O. Product: [C:1]([O:5][C:6]([N:8]1[CH2:12][CH:11]([CH:13]=[O:14])[CH:10]2[O:15][CH2:16][C:17]([O:20][CH3:21])([O:18][CH3:19])[CH:9]12)=[O:7])([CH3:4])([CH3:3])[CH3:2]. The catalyst class is: 2. (2) Reactant: CON(C)[C:4](=[O:11])[C:5]1[CH:10]=[CH:9][N:8]=[CH:7][CH:6]=1.[CH2:13]([Mg]Cl)[C:14]1[CH:19]=[CH:18][CH:17]=[CH:16][CH:15]=1. Product: [C:14]1([CH2:13][C:4]([C:5]2[CH:10]=[CH:9][N:8]=[CH:7][CH:6]=2)=[O:11])[CH:19]=[CH:18][CH:17]=[CH:16][CH:15]=1. The catalyst class is: 1. (3) Reactant: [CH2:1]([O:8][C:9]1[C:18]2[C:13](=[C:14]([O:19][CH3:20])[CH:15]=[CH:16][CH:17]=2)[N:12]=[C:11]([C:21](OCC)=[O:22])[C:10]=1[CH3:26])[C:2]1[CH:7]=[CH:6][CH:5]=[CH:4][CH:3]=1.[H-].C([Al+]CC(C)C)C(C)C.O.S([O-])([O-])(=O)=O.[Na+].[Na+]. Product: [CH2:1]([O:8][C:9]1[C:18]2[C:13](=[C:14]([O:19][CH3:20])[CH:15]=[CH:16][CH:17]=2)[N:12]=[C:11]([CH2:21][OH:22])[C:10]=1[CH3:26])[C:2]1[CH:3]=[CH:4][CH:5]=[CH:6][CH:7]=1. The catalyst class is: 11. (4) Reactant: [CH3:1][C:2]1[C:3]([Se:16][C:17]#[C:18][C:19]2[CH:27]=[CH:26][C:22]([C:23]([OH:25])=O)=[CH:21][N:20]=2)=[CH:4][C:5]2[C:6]([CH3:15])([CH3:14])[CH2:7][CH2:8][C:9]([CH3:13])([CH3:12])[C:10]=2[CH:11]=1.ON1C2C=CC=CC=2N=N1.C1(N=C=NC2CCCCC2)CCCCC1.[NH:53]1[CH2:58][CH2:57][O:56][CH2:55][CH2:54]1. Product: [N:53]1([C:23]([C:22]2[CH:21]=[N:20][C:19]([C:18]#[C:17][Se:16][C:3]3[C:2]([CH3:1])=[CH:11][C:10]4[C:9]([CH3:13])([CH3:12])[CH2:8][CH2:7][C:6]([CH3:15])([CH3:14])[C:5]=4[CH:4]=3)=[CH:27][CH:26]=2)=[O:25])[CH2:58][CH2:57][O:56][CH2:55][CH2:54]1. The catalyst class is: 1. (5) Reactant: Cl.Cl.[NH:3]1[CH2:8][CH2:7][CH2:6][CH:5]([O:9][C:10]2[CH:15]=[CH:14][N:13]=[CH:12][CH:11]=2)[CH2:4]1.C(=O)([O-])[O-].[Cs+].[Cs+].[F:22][C:23]([F:28])([F:27])[CH:24]1[CH2:26][O:25]1. Product: [F:22][C:23]([F:28])([F:27])[CH:24]([OH:25])[CH2:26][N:3]1[CH2:8][CH2:7][CH2:6][CH:5]([O:9][C:10]2[CH:15]=[CH:14][N:13]=[CH:12][CH:11]=2)[CH2:4]1. The catalyst class is: 7. (6) Reactant: [C:1]([N:5]([CH3:32])[C:6]([C:8]1[N:9]=[C:10]([C:27]2[S:28][CH:29]=[CH:30][CH:31]=2)[N:11]2[C:20]3[C:15](=[CH:16][C:17]([O:25][CH3:26])=[C:18]([C:21]([NH:23][NH2:24])=[O:22])[CH:19]=3)[CH2:14][CH2:13][C:12]=12)=[O:7])([CH3:4])([CH3:3])[CH3:2].[C:33](=S)=[S:34]. Product: [C:1]([N:5]([CH3:32])[C:6]([C:8]1[N:9]=[C:10]([C:27]2[S:28][CH:29]=[CH:30][CH:31]=2)[N:11]2[C:20]3[C:15](=[CH:16][C:17]([O:25][CH3:26])=[C:18]([C:21]4[O:22][C:33](=[S:34])[NH:24][N:23]=4)[CH:19]=3)[CH2:14][CH2:13][C:12]=12)=[O:7])([CH3:3])([CH3:4])[CH3:2]. The catalyst class is: 16.